From a dataset of Reaction yield outcomes from USPTO patents with 853,638 reactions. Predict the reaction yield, written as a fraction of the theoretical maximum amount of product (1.0 means a 100% yield; for example, 0.34 means a 34% yield). (1) The reactants are [C:1]1([CH:7]([C:13]2[CH:18]=[CH:17][CH:16]=[CH:15][CH:14]=2)[N:8]2[CH2:11][C:10](=O)[CH2:9]2)[CH:6]=[CH:5][CH:4]=[CH:3][CH:2]=1.[NH:19]([C:21]([O:23][C:24]([CH3:27])([CH3:26])[CH3:25])=[O:22])[NH2:20].C(O)(=O)C. The catalyst is CO. The product is [C:1]1([CH:7]([C:13]2[CH:18]=[CH:17][CH:16]=[CH:15][CH:14]=2)[N:8]2[CH2:11][C:10](=[N:20][NH:19][C:21]([O:23][C:24]([CH3:27])([CH3:26])[CH3:25])=[O:22])[CH2:9]2)[CH:6]=[CH:5][CH:4]=[CH:3][CH:2]=1. The yield is 0.940. (2) The reactants are [Br:1][C:2]1[C:7]2[N:8]=[CH:9][N:10]=[C:11](O)[C:6]=2[CH:5]=[N:4][CH:3]=1.CN(C=O)C.S(Cl)([Cl:20])=O. No catalyst specified. The product is [Br:1][C:2]1[C:7]2[N:8]=[CH:9][N:10]=[C:11]([Cl:20])[C:6]=2[CH:5]=[N:4][CH:3]=1. The yield is 1.00. (3) The reactants are [Cl:1][C:2]1[CH:3]=[C:4]([C:8]2[N:9]=[C:10]([NH:20][C:21]3[CH:26]=[CH:25][C:24]([CH2:27][C:28]#[N:29])=[CH:23][CH:22]=3)[C:11]3[S:17](=[O:19])(=[O:18])[CH2:16][CH2:15][CH2:14][C:12]=3[N:13]=2)[CH:5]=[CH:6][CH:7]=1.[N:30]([Si](C)(C)C)=[N+:31]=[N-:32].O.[F-].C([N+](CCCC)(CCCC)CCCC)CCC. No catalyst specified. The product is [Cl:1][C:2]1[CH:3]=[C:4]([C:8]2[N:9]=[C:10]([NH:20][C:21]3[CH:26]=[CH:25][C:24]([CH2:27][C:28]4[N:30]=[N:31][NH:32][N:29]=4)=[CH:23][CH:22]=3)[C:11]3[S:17](=[O:19])(=[O:18])[CH2:16][CH2:15][CH2:14][C:12]=3[N:13]=2)[CH:5]=[CH:6][CH:7]=1. The yield is 0.700. (4) The reactants are [Br:1][C:2]1[N:6]2[C:7]3[C:12]([N:13]=[C:14](Cl)[C:5]2=[N:4][CH:3]=1)=[CH:11][C:10]([O:16][C:17]([F:20])([F:19])[F:18])=[CH:9][CH:8]=3.[NH2:21][CH2:22][CH2:23][CH2:24][OH:25]. The catalyst is O1CCOCC1.C(OCC)(=O)C. The product is [Br:1][C:2]1[N:6]2[C:7]3[C:12]([N:13]=[C:14]([NH:21][CH2:22][CH2:23][CH2:24][OH:25])[C:5]2=[N:4][CH:3]=1)=[CH:11][C:10]([O:16][C:17]([F:20])([F:19])[F:18])=[CH:9][CH:8]=3. The yield is 0.870. (5) The reactants are Cl[C:2]1[C:11]2[C:6](=[CH:7][C:8]([O:14][CH3:15])=[C:9]([O:12][CH3:13])[CH:10]=2)[N:5]=[CH:4][CH:3]=1.[OH:16][C:17]1[CH:30]=[C:29]([O:31][CH2:32][CH2:33][CH2:34][CH2:35][CH2:36][CH2:37][CH2:38][CH3:39])[CH:28]=[CH:27][C:18]=1[C:19]([C:21]1[CH:26]=[CH:25][CH:24]=[CH:23][CH:22]=1)=[O:20]. The catalyst is CN(C)C1C=CN=CC=1.ClC1C=CC=CC=1Cl. The product is [CH3:13][O:12][C:9]1[CH:10]=[C:11]2[C:6](=[CH:7][C:8]=1[O:14][CH3:15])[N:5]=[CH:4][CH:3]=[C:2]2[O:16][C:17]1[CH:30]=[C:29]([O:31][CH2:32][CH2:33][CH2:34][CH2:35][CH2:36][CH2:37][CH2:38][CH3:39])[CH:28]=[CH:27][C:18]=1[C:19]([C:21]1[CH:22]=[CH:23][CH:24]=[CH:25][CH:26]=1)=[O:20]. The yield is 0.330. (6) The reactants are C(#N)C.[CH:4]1([N:7]2[C:16]3[C:11](=[CH:12][C:13]([F:20])=[C:14](F)[C:15]=3[O:17][CH3:18])[C:10](=[O:21])[C:9]([C:22]([OH:24])=[O:23])=[CH:8]2)[CH2:6][CH2:5]1.Cl.Cl.[CH3:27][NH:28][CH:29]1[CH2:34][CH2:33][CH2:32][NH:31][CH2:30]1. The catalyst is C(N(CC)CC)C. The product is [OH2:17].[OH2:17].[CH:4]1([N:7]2[C:16]3[C:11](=[CH:12][C:13]([F:20])=[C:14]([N:31]4[CH2:32][CH2:33][CH2:34][CH:29]([NH:28][CH3:27])[CH2:30]4)[C:15]=3[O:17][CH3:18])[C:10](=[O:21])[C:9]([C:22]([OH:24])=[O:23])=[CH:8]2)[CH2:6][CH2:5]1. The yield is 0.920.